This data is from Reaction yield outcomes from USPTO patents with 853,638 reactions. The task is: Predict the reaction yield, written as a fraction of the theoretical maximum amount of product (1.0 means a 100% yield; for example, 0.34 means a 34% yield). (1) The reactants are [C:1]([CH:5]([CH2:11][C:12]1[CH:17]=[CH:16][C:15]([O:18][CH3:19])=[CH:14][C:13]=1[CH2:20][N:21](C(OC(C)(C)C)=O)C(OC(C)(C)C)=O)[CH2:6][C:7]([O:9][CH3:10])=[O:8])([O:3][CH3:4])=[O:2]. The catalyst is C(Cl)(Cl)Cl.FC(F)(F)C(O)=O. The product is [C:1]([CH:5]([CH2:11][C:12]1[CH:17]=[CH:16][C:15]([O:18][CH3:19])=[CH:14][C:13]=1[CH2:20][NH2:21])[CH2:6][C:7]([O:9][CH3:10])=[O:8])([O:3][CH3:4])=[O:2]. The yield is 1.00. (2) The reactants are [Br:1][C:2]1[C:7]([F:8])=[CH:6][C:5]([NH:9][N:10]=[C:11]([C:16](=[O:20])[CH2:17][O:18][CH3:19])[C:12]([O:14][CH3:15])=[O:13])=[C:4]([F:21])[CH:3]=1.[CH3:22]COC(C)=O.CO. The catalyst is COC(OC)N(C)C. The product is [Br:1][C:2]1[C:7]([F:8])=[CH:6][C:5]([N:9]2[CH:22]=[C:17]([O:18][CH3:19])[C:16](=[O:20])[C:11]([C:12]([O:14][CH3:15])=[O:13])=[N:10]2)=[C:4]([F:21])[CH:3]=1. The yield is 0.830. (3) The reactants are [Cl:1][C:2]1[C:10]([N+:11]([O-:13])=[O:12])=[CH:9][CH:8]=[CH:7][C:3]=1[C:4]([OH:6])=[O:5].[C:14](Cl)(=O)[C:15](Cl)=O.CN(C=O)C.CCO. The catalyst is C(Cl)Cl. The product is [Cl:1][C:2]1[C:10]([N+:11]([O-:13])=[O:12])=[CH:9][CH:8]=[CH:7][C:3]=1[C:4]([O:6][CH2:14][CH3:15])=[O:5]. The yield is 0.880. (4) The reactants are [CH2:1]([O:8][C:9]1[CH:10]=[C:11]([C:15]2[NH:24][C:23](=O)[C:22]3[C:17](=[CH:18][C:19]([O:31][CH3:32])=[C:20]([O:26][CH2:27][CH2:28][O:29][CH3:30])[CH:21]=3)[N:16]=2)[CH:12]=[CH:13][CH:14]=1)[C:2]1[CH:7]=[CH:6][CH:5]=[CH:4][CH:3]=1.C(Cl)(=O)C([Cl:36])=O. The catalyst is C(Cl)Cl.CN(C=O)C. The product is [CH2:1]([O:8][C:9]1[CH:10]=[C:11]([C:15]2[N:24]=[C:23]([Cl:36])[C:22]3[C:17](=[CH:18][C:19]([O:31][CH3:32])=[C:20]([O:26][CH2:27][CH2:28][O:29][CH3:30])[CH:21]=3)[N:16]=2)[CH:12]=[CH:13][CH:14]=1)[C:2]1[CH:7]=[CH:6][CH:5]=[CH:4][CH:3]=1. The yield is 0.450. (5) The reactants are [Cl:1][C:2]1[CH:7]=[C:6]([Cl:8])[CH:5]=[CH:4][C:3]=1[C:9]1[N:10]=[C:11]([CH2:16][C:17]2[CH:22]=[CH:21][C:20]([C:23]3[CH:28]=[CH:27][C:26]([OH:29])=[CH:25][CH:24]=3)=[CH:19][CH:18]=2)[N:12]([CH2:14][CH3:15])[CH:13]=1.Br[CH:31]([C:37]1[CH:42]=[CH:41][C:40]([F:43])=[CH:39][CH:38]=1)[C:32]([O:34]CC)=[O:33]. No catalyst specified. The product is [Cl:1][C:2]1[CH:7]=[C:6]([Cl:8])[CH:5]=[CH:4][C:3]=1[C:9]1[N:10]=[C:11]([CH2:16][C:17]2[CH:22]=[CH:21][C:20]([C:23]3[CH:24]=[CH:25][C:26]([O:29][CH:31]([C:37]4[CH:42]=[CH:41][C:40]([F:43])=[CH:39][CH:38]=4)[C:32]([OH:34])=[O:33])=[CH:27][CH:28]=3)=[CH:19][CH:18]=2)[N:12]([CH2:14][CH3:15])[CH:13]=1. The yield is 0.250. (6) The catalyst is [Pt].CCO. The product is [ClH:1].[Cl:1][C:2]1[CH:7]=[C:6]([NH2:8])[CH:5]=[CH:4][C:3]=1[O:11][CH2:12][CH2:13][N:14]1[CH2:15][CH2:16][CH2:17][CH2:18]1. The yield is 0.570. The reactants are [Cl:1][C:2]1[CH:7]=[C:6]([N+:8]([O-])=O)[CH:5]=[CH:4][C:3]=1[O:11][CH2:12][CH2:13][N:14]1[CH2:18][CH2:17][CH2:16][CH2:15]1.Cl.